Dataset: Forward reaction prediction with 1.9M reactions from USPTO patents (1976-2016). Task: Predict the product of the given reaction. (1) The product is: [CH3:12][C@@H:13]1[CH2:22][C:21]2[C:16](=[CH:17][CH:18]=[C:19]([C:23]3([CH3:25])[CH2:24][O:9]3)[CH:20]=2)[C:15](=[O:26])[O:14]1. Given the reactants C1C=C(Cl)C=C(C(OO)=[O:9])C=1.[CH3:12][C@@H:13]1[CH2:22][C:21]2[C:16](=[CH:17][CH:18]=[C:19]([C:23]([CH3:25])=[CH2:24])[CH:20]=2)[C:15](=[O:26])[O:14]1, predict the reaction product. (2) The product is: [CH3:1][O:2][C:3](=[O:12])[C:4]1[CH:9]=[C:8]([Cl:10])[CH:7]=[CH:6][C:5]=1[NH:11][C:24](=[O:25])[C:23]1[CH:27]=[CH:28][CH:29]=[C:21]([CH2:20][Cl:19])[CH:22]=1. Given the reactants [CH3:1][O:2][C:3](=[O:12])[C:4]1[CH:9]=[C:8]([Cl:10])[CH:7]=[CH:6][C:5]=1[NH2:11].N1C=CC=CC=1.[Cl:19][CH2:20][C:21]1[CH:22]=[C:23]([CH:27]=[CH:28][CH:29]=1)[C:24](Cl)=[O:25], predict the reaction product.